This data is from Full USPTO retrosynthesis dataset with 1.9M reactions from patents (1976-2016). The task is: Predict the reactants needed to synthesize the given product. Given the product [C:17]([O:20][C:21]([NH:8][C@H:9]1[CH2:14][CH2:13][C@H:12]([OH:15])[CH2:11][CH2:10]1)=[O:22])([CH3:19])([CH3:18])[CH3:16], predict the reactants needed to synthesize it. The reactants are: C(=O)([O-])[O-].[Na+].[Na+].O.[NH2:8][C@H:9]1[CH2:14][CH2:13][C@H:12]([OH:15])[CH2:11][CH2:10]1.[CH3:16][C:17]([O:20][C:21](O[C:21]([O:20][C:17]([CH3:19])([CH3:18])[CH3:16])=[O:22])=[O:22])([CH3:19])[CH3:18].